This data is from Forward reaction prediction with 1.9M reactions from USPTO patents (1976-2016). The task is: Predict the product of the given reaction. Given the reactants [CH:1]1([N:4]([CH2:17][C:18]([O:20][CH3:21])=[O:19])[CH2:5][C:6]2[CH:11]=[C:10]([N+:12]([O-])=O)[CH:9]=[CH:8][C:7]=2[O:15][CH3:16])[CH2:3][CH2:2]1, predict the reaction product. The product is: [NH2:12][C:10]1[CH:9]=[CH:8][C:7]([O:15][CH3:16])=[C:6]([CH:11]=1)[CH2:5][N:4]([CH2:17][C:18]([O:20][CH3:21])=[O:19])[CH:1]1[CH2:2][CH2:3]1.